Dataset: Reaction yield outcomes from USPTO patents with 853,638 reactions. Task: Predict the reaction yield, written as a fraction of the theoretical maximum amount of product (1.0 means a 100% yield; for example, 0.34 means a 34% yield). (1) The reactants are [OH:1][C@H:2]([CH3:24])[C@H:3]([NH:11][C:12](=[O:23])[CH2:13][N:14]1[CH2:17][C:16]2([CH2:21][CH2:20][CH2:19][NH:18]2)[C:15]1=[O:22])[C:4](=[O:10])[N:5]1[CH2:9][CH2:8][CH2:7][CH2:6]1.CC[N:27]=[C:28]=[N:29][CH2:30][CH2:31]CN(C)C.Cl.C1C=CC2N([OH:46])N=NC=2C=1.CC[N:49]([CH:53](C)C)C(C)C. The catalyst is C(Cl)Cl. The product is [OH:1][C@H:2]([CH3:24])[C@H:3]([NH:11][C:12](=[O:23])[CH2:13][N:14]1[CH2:17][C:16]2([CH2:21][CH2:20][CH2:19][N:18]2[C:31]([C:30]2[N:49]([CH3:53])[N:27]=[CH:28][N:29]=2)=[O:46])[C:15]1=[O:22])[C:4](=[O:10])[N:5]1[CH2:6][CH2:7][CH2:8][CH2:9]1. The yield is 0.120. (2) The reactants are COC([N:5]1[C:13]2[C:8](=[C:9]([NH:14][C:15]([O:17]N3C(=O)CCC3=O)=O)[CH:10]=[CH:11][CH:12]=2)[CH:7]=[N:6]1)=O.[N:25]1([C:31]2[CH:39]=[CH:38][CH:37]=[C:36]3[C:32]=2[CH2:33][CH2:34][CH:35]3[NH2:40])[CH2:30][CH2:29][CH2:28][CH2:27][CH2:26]1.CCN(C(C)C)C(C)C.CO. The catalyst is CN(C=O)C.O. The product is [NH:5]1[C:13]2[C:8](=[C:9]([NH:14][C:15]([NH:40][CH:35]3[C:36]4[C:32](=[C:31]([N:25]5[CH2:26][CH2:27][CH2:28][CH2:29][CH2:30]5)[CH:39]=[CH:38][CH:37]=4)[CH2:33][CH2:34]3)=[O:17])[CH:10]=[CH:11][CH:12]=2)[CH:7]=[N:6]1. The yield is 0.930. (3) The reactants are O[CH2:2][C@H:3]([CH2:7][C:8]1[CH:13]=[CH:12][C:11]2[O:14][CH2:15][O:16][C:10]=2[CH:9]=1)[C:4]([OH:6])=[O:5].CS(Cl)(=O)=O. The catalyst is N1C=CC=CC=1. The product is [CH2:15]1[O:14][C:11]2[CH:12]=[CH:13][C:8]([CH2:7][C@H:3]3[CH2:2][O:5][C:4]3=[O:6])=[CH:9][C:10]=2[O:16]1. The yield is 0.0490. (4) The product is [NH2:27][C:26]1[C:20]2[S:19](=[O:31])(=[O:32])[N:18]=[C:17]([C:8]3[C:7](=[O:33])[N:6]([NH:5][CH2:4][CH:1]4[CH2:2][CH2:3]4)[C:15]4[C:10]([C:9]=3[OH:16])=[CH:11][CH:12]=[CH:13][CH:14]=4)[NH:22][C:21]=2[CH:23]=[CH:24][C:25]=1[OH:30]. The catalyst is CO.O1CCCC1.O.[Fe]. The reactants are [CH:1]1([CH2:4][NH:5][N:6]2[C:15]3[C:10](=[CH:11][CH:12]=[CH:13][CH:14]=3)[C:9]([OH:16])=[C:8]([C:17]3[NH:22][C:21]4[CH:23]=[CH:24][C:25]([OH:30])=[C:26]([N+:27]([O-])=O)[C:20]=4[S:19](=[O:32])(=[O:31])[N:18]=3)[C:7]2=[O:33])[CH2:3][CH2:2]1.[Cl-].[NH4+]. The yield is 0.530. (5) The product is [N:1]1[C:9]([N:10]2[CH2:15][CH2:14][CH:13]([CH:16]=[O:17])[CH2:12][CH2:11]2)=[C:8]2[C:4]([NH:5][CH:6]=[N:7]2)=[N:3][CH:2]=1. The yield is 0.480. The catalyst is C(Cl)Cl.CCOC(C)=O. The reactants are [N:1]1[C:9]([N:10]2[CH2:15][CH2:14][CH:13]([CH2:16][OH:17])[CH2:12][CH2:11]2)=[C:8]2[C:4]([NH:5][CH:6]=[N:7]2)=[N:3][CH:2]=1.CC(OI1(OC(C)=O)(OC(C)=O)OC(=O)C2C=CC=CC1=2)=O.O. (6) The reactants are [CH:1]([N:14]1[C:22]2[C:17](=[CH:18][C:19]([Cl:23])=[CH:20][CH:21]=2)[C:16]([CH2:24][CH2:25][O:26][C:27]2[CH:35]=[CH:34][C:30]([C:31]([OH:33])=[O:32])=[CH:29][CH:28]=2)=[C:15]1[CH2:36][CH2:37][NH:38][S:39]([CH2:42][C:43]1[CH:48]=[CH:47][CH:46]=[CH:45][CH:44]=1)(=[O:41])=[O:40])([C:8]1[CH:13]=[CH:12][CH:11]=[CH:10][CH:9]=1)[C:2]1[CH:7]=[CH:6][CH:5]=[CH:4][CH:3]=1.[C:49](C1C=CC=CC=1CS(Cl)(=O)=O)#[N:50]. No catalyst specified. The product is [CH:1]([N:14]1[C:22]2[C:17](=[CH:18][C:19]([Cl:23])=[CH:20][CH:21]=2)[C:16]([CH2:24][CH2:25][O:26][C:27]2[CH:28]=[CH:29][C:30]([C:31]([OH:33])=[O:32])=[CH:34][CH:35]=2)=[C:15]1[CH2:36][CH2:37][NH:38][S:39]([CH2:42][C:43]1[CH:44]=[CH:45][CH:46]=[CH:47][C:48]=1[C:49]#[N:50])(=[O:41])=[O:40])([C:2]1[CH:7]=[CH:6][CH:5]=[CH:4][CH:3]=1)[C:8]1[CH:9]=[CH:10][CH:11]=[CH:12][CH:13]=1. The yield is 0.720. (7) The reactants are [NH2:1][C:2]1[CH:3]=[CH:4][C:5]([O:11][CH3:12])=[C:6]([CH:10]=1)[C:7]([OH:9])=[O:8].[F:13][C:14]1[C:21]([F:22])=[C:20]([C:23]([F:26])([F:25])[F:24])[C:19]([F:27])=[C:18]([F:28])[C:15]=1[CH2:16]Br. The catalyst is CN(C=O)C. The product is [CH3:12][O:11][C:5]1[CH:4]=[CH:3][C:2]([NH:1][CH2:16][C:15]2[C:18]([F:28])=[C:19]([F:27])[C:20]([C:23]([F:24])([F:26])[F:25])=[C:21]([F:22])[C:14]=2[F:13])=[CH:10][C:6]=1[C:7]([OH:9])=[O:8]. The yield is 0.315.